Dataset: Forward reaction prediction with 1.9M reactions from USPTO patents (1976-2016). Task: Predict the product of the given reaction. (1) Given the reactants [F:1][C:2]([F:23])([F:22])[C@@H:3]([OH:21])[CH2:4][N:5]1[CH2:10][CH2:9][O:8][CH:7]([C:11]2[CH:12]=[N:13][C:14]([C:17]([F:20])([F:19])[F:18])=[CH:15][CH:16]=2)[CH2:6]1.[Cl:24][C:25]1[CH:30]=[CH:29][C:28]([N:31]=[C:32]=[O:33])=[CH:27][C:26]=1[F:34], predict the reaction product. The product is: [ClH:24].[F:23][C:2]([F:1])([F:22])[C@@H:3]([O:21][C:32](=[O:33])[NH:31][C:28]1[CH:29]=[CH:30][C:25]([Cl:24])=[C:26]([F:34])[CH:27]=1)[CH2:4][N:5]1[CH2:10][CH2:9][O:8][C@@H:7]([C:11]2[CH:12]=[N:13][C:14]([C:17]([F:19])([F:20])[F:18])=[CH:15][CH:16]=2)[CH2:6]1. (2) Given the reactants ClC1C(Cl)=CC=CC=1C([N:11]1[CH2:20][CH2:19][C:18]2[C:17]([N:21]3[CH:25]=[CH:24][CH:23]=[N:22]3)=[N:16][CH:15]=[N:14][C:13]=2[CH2:12]1)=O.C(O)(C(F)(F)F)=O, predict the reaction product. The product is: [N:21]1([C:17]2[C:18]3[CH2:19][CH2:20][NH:11][CH2:12][C:13]=3[N:14]=[CH:15][N:16]=2)[CH:25]=[CH:24][CH:23]=[N:22]1. (3) Given the reactants [H-].[Na+].[CH3:3][C:4](=[CH2:7])[CH2:5][OH:6].Cl[CH2:9][C:10]1[CH:11]=[C:12]([CH:16]=[CH:17][CH:18]=1)[C:13]([OH:15])=[O:14].O, predict the reaction product. The product is: [CH3:7][C:4](=[CH2:3])[CH2:5][O:6][CH2:9][C:10]1[CH:11]=[C:12]([CH:16]=[CH:17][CH:18]=1)[C:13]([OH:15])=[O:14]. (4) Given the reactants [N:1]1([C:23]([O:25][C:26]([CH3:29])([CH3:28])[CH3:27])=[O:24])[CH2:5][CH2:4][C:3]2([C:13]3[C:8](=[CH:9][CH:10]=[CH:11][CH:12]=3)[N:7]([C:14]([O:16][CH2:17][CH2:18][Si:19]([CH3:22])([CH3:21])[CH3:20])=[O:15])[CH2:6]2)[CH2:2]1.[Br:30]N1C(=O)CCC1=O.S([O-])([O-])(=O)=S.[Na+].[Na+], predict the reaction product. The product is: [Br:30][C:11]1[CH:12]=[C:13]2[C:3]3([CH2:4][CH2:5][N:1]([C:23]([O:25][C:26]([CH3:29])([CH3:28])[CH3:27])=[O:24])[CH2:2]3)[CH2:6][N:7]([C:14]([O:16][CH2:17][CH2:18][Si:19]([CH3:22])([CH3:20])[CH3:21])=[O:15])[C:8]2=[CH:9][CH:10]=1. (5) Given the reactants [CH2:1]([N:3]([CH2:32][CH3:33])[C:4]1[CH:5]=[CH:6][C:7]([N+:29]([O-])=O)=[C:8]([C:10]2[CH:11]=[C:12]([CH:26]=[CH:27][N:28]=2)[C:13]([NH:15][C@@H:16]2[C:25]3[C:20](=[CH:21][CH:22]=[CH:23][CH:24]=3)[CH2:19][CH2:18][CH2:17]2)=[O:14])[CH:9]=1)[CH3:2], predict the reaction product. The product is: [NH2:29][C:7]1[CH:6]=[CH:5][C:4]([N:3]([CH2:32][CH3:33])[CH2:1][CH3:2])=[CH:9][C:8]=1[C:10]1[CH:11]=[C:12]([CH:26]=[CH:27][N:28]=1)[C:13]([NH:15][C@@H:16]1[C:25]2[C:20](=[CH:21][CH:22]=[CH:23][CH:24]=2)[CH2:19][CH2:18][CH2:17]1)=[O:14]. (6) The product is: [Cl:1][C:2]1[C:7]([Cl:8])=[CH:6][C:5]([NH:9][CH2:10][C:11]([N:15]2[CH2:20][CH2:19][CH:18]([CH2:21][CH2:22][NH:23][C:24](=[O:27])[CH:25]=[CH2:26])[CH2:17][CH2:16]2)=[O:13])=[C:4]([OH:14])[CH:3]=1. Given the reactants [Cl:1][C:2]1[C:7]([Cl:8])=[CH:6][C:5]([NH:9][CH2:10][C:11]([OH:13])=O)=[C:4]([OH:14])[CH:3]=1.[NH:15]1[CH2:20][CH2:19][CH:18]([CH2:21][CH2:22][NH:23][C:24](=[O:27])[CH:25]=[CH2:26])[CH2:17][CH2:16]1.C1C=CC2N(O)N=NC=2C=1.CCN=C=NCCCN(C)C.Cl.CCN(CC)CC, predict the reaction product. (7) Given the reactants [CH3:1][O:2][C:3]1[C:4](=[O:9])[NH:5][CH:6]=[CH:7][CH:8]=1.[CH2:10](Br)[C:11]#[CH:12].C([O-])([O-])=O.[K+].[K+].C(Cl)Cl, predict the reaction product. The product is: [CH2:12]([N:5]1[CH:6]=[CH:7][CH:8]=[C:3]([O:2][CH3:1])[C:4]1=[O:9])[C:11]#[CH:10]. (8) Given the reactants [Cl:1][C:2]1[CH:3]=[C:4]([C:9]2[C:14]([O:15]C)=[CH:13][C:12]([C:17]([CH3:24])([CH3:23])[C:18]([O:20][CH2:21][CH3:22])=[O:19])=[CH:11][C:10]=2[O:25]C)[CH:5]=[C:6]([Cl:8])[CH:7]=1.B(Br)(Br)Br.[Cl:31][C:32]1[CH:33]=[C:34]([C:39]2[C:44]([O:45][CH3:46])=[CH:43][C:42]([C:47]([CH3:54])([CH3:53])[C:48]([O:50][CH2:51][CH3:52])=[O:49])=[CH:41][C:40]=2[OH:55])[CH:35]=[C:36]([Cl:38])[CH:37]=1, predict the reaction product. The product is: [Cl:1][C:2]1[CH:3]=[C:4]([C:9]2[C:14]([OH:15])=[CH:13][C:12]([C:17]([CH3:24])([CH3:23])[C:18]([O:20][CH2:21][CH3:22])=[O:19])=[CH:11][C:10]=2[OH:25])[CH:5]=[C:6]([Cl:8])[CH:7]=1.[Cl:31][C:32]1[CH:33]=[C:34]([C:39]2[C:44]([O:45][CH3:46])=[CH:43][C:42]([C:47]([CH3:54])([CH3:53])[C:48]([O:50][CH2:51][CH3:52])=[O:49])=[CH:41][C:40]=2[OH:55])[CH:35]=[C:36]([Cl:38])[CH:37]=1. (9) Given the reactants [NH2:1][C:2]1[N:7]=[CH:6][N:5]=[C:4]([NH:8][C:9]2[C:14](=[O:15])[N:13]([CH2:16][C:17]3[CH:22]=[CH:21][C:20]([O:23][CH3:24])=[CH:19][CH:18]=3)[C:12]([C:25](O)=[O:26])=[C:11]([Cl:28])[CH:10]=2)[CH:3]=1.[CH3:29][O:30][C:31]1[CH:38]=[CH:37][C:34]([CH2:35][NH2:36])=[CH:33][CH:32]=1.C(N(CC)C(C)C)(C)C.CN(C(ON1N=NC2C=CC=NC1=2)=[N+](C)C)C.F[P-](F)(F)(F)(F)F, predict the reaction product. The product is: [NH2:1][C:2]1[N:7]=[CH:6][N:5]=[C:4]([NH:8][C:9]2[C:14](=[O:15])[N:13]([CH2:16][C:17]3[CH:18]=[CH:19][C:20]([O:23][CH3:24])=[CH:21][CH:22]=3)[C:12]([C:25]([NH:36][CH2:35][C:34]3[CH:37]=[CH:38][C:31]([O:30][CH3:29])=[CH:32][CH:33]=3)=[O:26])=[C:11]([Cl:28])[CH:10]=2)[CH:3]=1. (10) Given the reactants [N+:1]([O-:4])([O-])=[O:2].[Na+].[Br:6][C:7]1[CH:12]=[C:11]([CH3:13])[CH:10]=[CH:9][C:8]=1[OH:14], predict the reaction product. The product is: [Br:6][C:7]1[CH:12]=[C:11]([CH3:13])[CH:10]=[C:9]([N+:1]([O-:4])=[O:2])[C:8]=1[OH:14].